From a dataset of Forward reaction prediction with 1.9M reactions from USPTO patents (1976-2016). Predict the product of the given reaction. (1) Given the reactants Br[C:2]1[C:7]2[O:8][C@@H:9]([CH2:12][O:13][S:14]([C:17]3[CH:22]=[CH:21][C:20]([CH3:23])=[CH:19][CH:18]=3)(=[O:16])=[O:15])[CH2:10][O:11][C:6]=2[CH:5]=[CH:4][CH:3]=1.[CH3:24][C:25]1[CH:30]=[C:29]([CH3:31])[CH:28]=[CH:27][C:26]=1B(O)O, predict the reaction product. The product is: [CH3:24][C:25]1[CH:30]=[C:29]([CH3:31])[CH:28]=[CH:27][C:26]=1[C:2]1[C:7]2[O:8][C@@H:9]([CH2:12][O:13][S:14]([C:17]3[CH:18]=[CH:19][C:20]([CH3:23])=[CH:21][CH:22]=3)(=[O:15])=[O:16])[CH2:10][O:11][C:6]=2[CH:5]=[CH:4][CH:3]=1. (2) Given the reactants [Cl:1][C:2]1[CH:3]=[C:4]2[C:9](=[CH:10][CH:11]=1)[NH:8][C:7](=[O:12])[N:6]([CH2:13][C:14]([F:17])([F:16])[F:15])[C:5]2([C:19]1[CH:24]=[CH:23][C:22]([Br:25])=[CH:21][CH:20]=1)O.[CH2:26](N(CC)CC)[CH3:27].S(Cl)(Cl)=O.C([Mg]Br)C, predict the reaction product. The product is: [Cl:1][C:2]1[CH:3]=[C:4]2[C:9](=[CH:10][CH:11]=1)[NH:8][C:7](=[O:12])[N:6]([CH2:13][C:14]([F:17])([F:16])[F:15])[C:5]2([CH2:26][CH3:27])[C:19]1[CH:24]=[CH:23][C:22]([Br:25])=[CH:21][CH:20]=1. (3) Given the reactants [F:1][C:2]([F:12])([F:11])[CH2:3][CH2:4][S:5]([CH2:7][CH2:8][CH2:9]Cl)=[O:6].[NH2:13][CH2:14][CH2:15][CH2:16][OH:17], predict the reaction product. The product is: [F:1][C:2]([F:12])([F:11])[CH2:3][CH2:4][S:5]([CH2:7][CH2:8][CH2:9][NH:13][CH2:14][CH2:15][CH2:16][OH:17])=[O:6]. (4) Given the reactants Br[C:2]1[CH:25]=[CH:24][C:5]2[C:6]3[N:7]=[C:8]([C:14]4[N:15]([CH2:19][C:20]([F:23])([F:22])[F:21])[CH:16]=[CH:17][N:18]=4)[S:9][C:10]=3[CH2:11][CH2:12][O:13][C:4]=2[CH:3]=1.C(#N)C.C(=O)([O-])[O-].[K+].[K+].[CH3:35][C:36]([OH:53])([CH3:52])[CH2:37][N:38]1[CH:42]=[C:41](B2OC(C)(C)C(C)(C)O2)[CH:40]=[N:39]1, predict the reaction product. The product is: [CH3:35][C:36]([OH:53])([CH3:52])[CH2:37][N:38]1[CH:42]=[C:41]([C:2]2[CH:25]=[CH:24][C:5]3[C:6]4[N:7]=[C:8]([C:14]5[N:15]([CH2:19][C:20]([F:23])([F:21])[F:22])[CH:16]=[CH:17][N:18]=5)[S:9][C:10]=4[CH2:11][CH2:12][O:13][C:4]=3[CH:3]=2)[CH:40]=[N:39]1. (5) Given the reactants [F:1][CH2:2][CH2:3][CH2:4][O:5][C:6]1[CH:14]=[C:13]2[C:9]([CH:10]=[CH:11][NH:12]2)=[CH:8][C:7]=1[O:15][C:16]1[CH:21]=[CH:20][N:19]=[C:18]([NH2:22])[CH:17]=1.[H-].[Na+].[CH3:25][NH:26][C:27](=O)[O:28]C1C=CC=CC=1.[Cl-].[NH4+], predict the reaction product. The product is: [NH2:22][C:18]1[CH:17]=[C:16]([O:15][C:7]2[CH:8]=[C:9]3[C:13](=[CH:14][C:6]=2[O:5][CH2:4][CH2:3][CH2:2][F:1])[N:12]([C:27]([NH:26][CH3:25])=[O:28])[CH:11]=[CH:10]3)[CH:21]=[CH:20][N:19]=1.